Task: Predict the reactants needed to synthesize the given product.. Dataset: Full USPTO retrosynthesis dataset with 1.9M reactions from patents (1976-2016) (1) The reactants are: [Cl:1][C:2]1[CH:3]=[C:4]([NH2:19])[CH:5]=[N:6][C:7]=1[O:8][C:9]1[N:10]=[CH:11][C:12]2[C:17]([CH:18]=1)=[CH:16][CH:15]=[CH:14][CH:13]=2.[F:20][C:21]1[CH:26]=[CH:25][C:24]([S:27](Cl)(=[O:29])=[O:28])=[CH:23][CH:22]=1. Given the product [Cl:1][C:2]1[CH:3]=[C:4]([NH:19][S:27]([C:24]2[CH:25]=[CH:26][C:21]([F:20])=[CH:22][CH:23]=2)(=[O:29])=[O:28])[CH:5]=[N:6][C:7]=1[O:8][C:9]1[N:10]=[CH:11][C:12]2[C:17]([CH:18]=1)=[CH:16][CH:15]=[CH:14][CH:13]=2, predict the reactants needed to synthesize it. (2) Given the product [F:46][C:40]1[CH:41]=[C:42]([F:45])[CH:43]=[CH:44][C:39]=1[O:38][C:37]1[CH:32]=[CH:33][C:34]([NH:47][S:48]([CH2:51][CH3:52])(=[O:49])=[O:50])=[CH:35][C:36]=1[C:6]1[C:5]2[CH:17]=[CH:18][N:19]([S:20]([C:23]3[CH:29]=[CH:28][C:26]([CH3:27])=[CH:25][CH:24]=3)(=[O:22])=[O:21])[C:4]=2[C:3](=[O:30])[N:2]([CH3:1])[CH:7]=1, predict the reactants needed to synthesize it. The reactants are: [CH3:1][N:2]1[CH:7]=[C:6](B2OC(C)(C)C(C)(C)O2)[C:5]2[CH:17]=[CH:18][N:19]([S:20]([C:23]3[CH:29]=[CH:28][C:26]([CH3:27])=[CH:25][CH:24]=3)(=[O:22])=[O:21])[C:4]=2[C:3]1=[O:30].Br[C:32]1[CH:33]=[C:34]([NH:47][S:48]([CH2:51][CH3:52])(=[O:50])=[O:49])[CH:35]=[CH:36][C:37]=1[O:38][C:39]1[CH:44]=[CH:43][C:42]([F:45])=[CH:41][C:40]=1[F:46].P([O-])([O-])([O-])=O.[K+].[K+].[K+]. (3) Given the product [O:4]1[C:12]2[CH:11]=[CH:10][N:9]=[C:8]([N:13]3[CH2:18][CH2:17][N:16]([CH2:19][CH2:20][C@H:21]4[CH2:26][CH2:25][C@H:24]([NH:27][C:31]([CH:28]5[CH2:30][CH2:29]5)=[O:32])[CH2:23][CH2:22]4)[CH2:15][CH2:14]3)[C:7]=2[CH:6]=[CH:5]1, predict the reactants needed to synthesize it. The reactants are: Cl.Cl.Cl.[O:4]1[C:12]2[CH:11]=[CH:10][N:9]=[C:8]([N:13]3[CH2:18][CH2:17][N:16]([CH2:19][CH2:20][C@H:21]4[CH2:26][CH2:25][C@H:24]([NH2:27])[CH2:23][CH2:22]4)[CH2:15][CH2:14]3)[C:7]=2[CH:6]=[CH:5]1.[CH:28]1([C:31](O)=[O:32])[CH2:30][CH2:29]1. (4) Given the product [NH2:24][CH2:25][C:26]1[CH:31]=[CH:30][C:29]([C:2]2[N:6]3[N:7]=[C:8]([NH:11][CH2:12][CH2:13][N:14]4[C@H:18]([CH:19]([CH3:21])[CH3:20])[CH2:17][O:16][C:15]4=[O:22])[CH:9]=[CH:10][C:5]3=[N:4][CH:3]=2)=[CH:28][CH:27]=1, predict the reactants needed to synthesize it. The reactants are: Br[C:2]1[N:6]2[N:7]=[C:8]([NH:11][CH2:12][CH2:13][N:14]3[C@H:18]([CH:19]([CH3:21])[CH3:20])[CH2:17][O:16][C:15]3=[O:22])[CH:9]=[CH:10][C:5]2=[N:4][CH:3]=1.Cl.[NH2:24][CH2:25][C:26]1[CH:31]=[CH:30][C:29](B(O)O)=[CH:28][CH:27]=1.C([O-])([O-])=O.[K+].[K+]. (5) Given the product [Cl:1][C:2]1[C:3]2[CH:24]=[CH:23][C:22]([F:25])=[CH:21][C:4]=2[S:5][C:6]=1[C:7]([NH:9][C@@H:10]([CH2:14][C:15]1[CH:20]=[CH:19][CH:18]=[CH:17][CH:16]=1)[C:11]([OH:13])=[O:12])=[O:8], predict the reactants needed to synthesize it. The reactants are: [Cl:1][C:2]1[C:3]2[CH:24]=[CH:23][C:22]([F:25])=[CH:21][C:4]=2[S:5][C:6]=1[C:7]([NH:9][C@H:10]([CH2:14][C:15]1[CH:20]=[CH:19][CH:18]=[CH:17][CH:16]=1)[C:11]([OH:13])=[O:12])=[O:8].C(OC(=O)[C@H](CC1C=CC=CC=1)N)(C)(C)C. (6) Given the product [F:1][C:2]1[CH:34]=[CH:33][CH:32]=[CH:31][C:3]=1[CH2:4][O:5][C:6]1[C:7]2[N:8]([C:15]([C:19]([NH:20][C@H:21]([C:24]3[CH:25]=[CH:26][CH:27]=[CH:28][CH:29]=3)[CH2:22][OH:23])=[O:30])=[C:16]([CH3:18])[N:17]=2)[CH:9]=[C:10]([CH2:12][OH:13])[CH:11]=1, predict the reactants needed to synthesize it. The reactants are: [F:1][C:2]1[CH:34]=[CH:33][CH:32]=[CH:31][C:3]=1[CH2:4][O:5][C:6]1[C:7]2[N:8]([C:15]([C:19](=[O:30])[NH:20][C@H:21]([C:24]3[CH:29]=[CH:28][CH:27]=[CH:26][CH:25]=3)[CH2:22][OH:23])=[C:16]([CH3:18])[N:17]=2)[CH:9]=[C:10]([C:12](O)=[O:13])[CH:11]=1.CN1CCOCC1.ClC(OCC(C)C)=O.